Dataset: NCI-60 drug combinations with 297,098 pairs across 59 cell lines. Task: Regression. Given two drug SMILES strings and cell line genomic features, predict the synergy score measuring deviation from expected non-interaction effect. (1) Drug 1: CC1=C2C(C(=O)C3(C(CC4C(C3C(C(C2(C)C)(CC1OC(=O)C(C(C5=CC=CC=C5)NC(=O)OC(C)(C)C)O)O)OC(=O)C6=CC=CC=C6)(CO4)OC(=O)C)O)C)O. Drug 2: CC1=C(C(=CC=C1)Cl)NC(=O)C2=CN=C(S2)NC3=CC(=NC(=N3)C)N4CCN(CC4)CCO. Cell line: T-47D. Synergy scores: CSS=7.36, Synergy_ZIP=1.70, Synergy_Bliss=9.50, Synergy_Loewe=4.07, Synergy_HSA=4.43. (2) Drug 1: CC1=CC2C(CCC3(C2CCC3(C(=O)C)OC(=O)C)C)C4(C1=CC(=O)CC4)C. Drug 2: CC1=CC=C(C=C1)C2=CC(=NN2C3=CC=C(C=C3)S(=O)(=O)N)C(F)(F)F. Cell line: HCT116. Synergy scores: CSS=16.8, Synergy_ZIP=2.37, Synergy_Bliss=7.22, Synergy_Loewe=6.87, Synergy_HSA=8.30.